Dataset: Full USPTO retrosynthesis dataset with 1.9M reactions from patents (1976-2016). Task: Predict the reactants needed to synthesize the given product. (1) Given the product [OH:1][CH2:2][C:3]1([NH2:4])[CH2:10][CH2:9][CH2:8][CH2:7]1.[CH3:14][C:15]1[CH:20]=[C:19]([N+:21]([O-:23])=[O:22])[CH:18]=[CH:17][C:16]=1[N:24]=[C:25]1[S:26][CH2:7][C:8]2([CH2:12][CH2:11][CH2:10][CH2:9]2)[NH:13]1, predict the reactants needed to synthesize it. The reactants are: [OH:1][CH2:2][CH2:3][NH2:4].Cl.Cl[CH2:7][C:8]1([NH2:13])[CH2:12][CH2:11][CH2:10][CH2:9]1.[CH3:14][C:15]1[CH:20]=[C:19]([N+:21]([O-:23])=[O:22])[CH:18]=[CH:17][C:16]=1[N:24]=[C:25]=[S:26]. (2) Given the product [CH:35]1([C:38]([N:18]2[C:19]3[C:15](=[CH:14][CH:13]=[C:12]([NH:11][C:9](=[O:10])[C:8]4[CH:21]=[CH:22][C:5](/[CH:4]=[CH:3]/[C:2]([F:1])([F:24])[F:25])=[CH:6][C:7]=4[CH3:23])[CH:20]=3)[CH2:16][CH2:17]2)=[O:39])[CH2:37][CH2:36]1, predict the reactants needed to synthesize it. The reactants are: [F:1][C:2]([F:25])([F:24])/[CH:3]=[CH:4]/[C:5]1[CH:22]=[CH:21][C:8]([C:9]([NH:11][C:12]2[CH:20]=[C:19]3[C:15]([CH2:16][CH2:17][NH:18]3)=[CH:14][CH:13]=2)=[O:10])=[C:7]([CH3:23])[CH:6]=1.C(N(CC)C(C)C)(C)C.[CH:35]1([C:38](Cl)=[O:39])[CH2:37][CH2:36]1. (3) Given the product [C:1]([O:9][CH2:10][C:11]1[CH:16]=[C:15]([CH2:17][NH:18][C:19]2[CH:20]=[C:21]([C:26]3[CH:31]=[CH:30][C:29]([C:32](=[O:35])[CH2:33][CH3:34])=[CH:28][C:27]=3[CH3:36])[C:22]([CH3:25])=[CH:23][CH:24]=2)[CH:14]=[CH:13][C:12]=1[CH2:44][O:45][C:46](=[O:53])[C:47]1[CH:52]=[CH:51][CH:50]=[CH:49][CH:48]=1)(=[O:8])[C:2]1[CH:3]=[CH:4][CH:5]=[CH:6][CH:7]=1, predict the reactants needed to synthesize it. The reactants are: [C:1]([O:9][CH2:10][C:11]1[CH:16]=[C:15]([CH2:17][N:18](C(OC(C)(C)C)=O)[C:19]2[CH:20]=[C:21]([C:26]3[CH:31]=[CH:30][C:29]([C:32](=[O:35])[CH2:33][CH3:34])=[CH:28][C:27]=3[CH3:36])[C:22]([CH3:25])=[CH:23][CH:24]=2)[CH:14]=[CH:13][C:12]=1[CH2:44][O:45][C:46](=[O:53])[C:47]1[CH:52]=[CH:51][CH:50]=[CH:49][CH:48]=1)(=[O:8])[C:2]1[CH:7]=[CH:6][CH:5]=[CH:4][CH:3]=1.FC(F)(F)C(O)=O. (4) Given the product [O:18]1[C:19]2[CH:24]=[CH:23][CH:22]=[CH:21][C:20]=2[C:16]([C:11]2[CH:12]=[CH:13][CH:14]=[CH:15][C:10]=2[CH:6]([NH:5][CH:4]([CH:26]([CH3:28])[CH3:27])[CH2:3][OH:2])[CH2:7][CH:8]=[CH2:9])=[N:17]1, predict the reactants needed to synthesize it. The reactants are: C[O:2][C:3](=O)[C@H:4]([CH:26]([CH3:28])[CH3:27])[NH:5][CH:6]([C:10]1[CH:15]=[CH:14][CH:13]=[CH:12][C:11]=1[C:16]1[C:20]2[CH:21]=[CH:22][C:23](F)=[CH:24][C:19]=2[O:18][N:17]=1)[CH2:7][CH:8]=[CH2:9]. (5) Given the product [C:22]([O:25][C@@H:26]1[C@@H:38]([O:39][C:40](=[O:42])[CH3:41])[C@H:37]([O:43][C:44](=[O:46])[CH3:45])[C@@H:36]([CH2:47][O:48][C:49](=[O:51])[CH3:50])[O:35][C@H:27]1[O:12][C:10]1[CH:11]=[C:6]([CH2:5][O:4][C:1](=[O:3])[CH3:2])[CH:7]=[CH:8][C:9]=1[CH2:13][C:14]1[CH:15]=[CH:16][C:17]([CH2:20][CH3:21])=[CH:18][CH:19]=1)(=[O:24])[CH3:23], predict the reactants needed to synthesize it. The reactants are: [C:1]([O:4][CH2:5][C:6]1[CH:7]=[CH:8][C:9]([CH2:13][C:14]2[CH:19]=[CH:18][C:17]([CH2:20][CH3:21])=[CH:16][CH:15]=2)=[C:10]([OH:12])[CH:11]=1)(=[O:3])[CH3:2].[C:22]([O:25][C@@H:26]1[C@@H:38]([O:39][C:40](=[O:42])[CH3:41])[C@H:37]([O:43][C:44](=[O:46])[CH3:45])[C@@H:36]([CH2:47][O:48][C:49](=[O:51])[CH3:50])[O:35][C@@H:27]1OC(=N)C(Cl)(Cl)Cl)(=[O:24])[CH3:23]. (6) Given the product [ClH:1].[CH2:21]([N:18]1[C:19]([CH3:20])=[C:15]([CH2:14][N:11]2[CH2:12][CH2:13][N:8]([C:3]3[C:2]([C:38]4[CH:39]=[CH:40][C:35]([CH2:34][NH:33][S:30]([CH3:29])(=[O:31])=[O:32])=[CH:36][CH:37]=4)=[N:7][CH:6]=[CH:5][N:4]=3)[CH2:9][CH2:10]2)[CH:16]=[N:17]1)[CH3:22], predict the reactants needed to synthesize it. The reactants are: [Cl:1][C:2]1[C:3]([N:8]2[CH2:13][CH2:12][N:11]([CH2:14][C:15]3[CH:16]=[N:17][N:18]([CH2:21][CH3:22])[C:19]=3[CH3:20])[CH2:10][CH2:9]2)=[N:4][CH:5]=[CH:6][N:7]=1.C(=O)([O-])[O-].[K+].[K+].[CH3:29][S:30]([NH:33][CH2:34][C:35]1[CH:40]=[CH:39][C:38](B(O)O)=[CH:37][CH:36]=1)(=[O:32])=[O:31].O. (7) Given the product [CH3:10][C@@H:6]1[CH2:7][CH2:8][CH2:9][C@H:4]([CH3:3])[N:5]1[C:11]([CH:13]1[CH2:18][CH2:17][CH2:16][N:15]([CH:19]2[CH2:20][CH2:21][N:22]([C:31]([C:30]3[C:29]4[CH:34]=[CH:35][CH:36]=[CH:37][C:28]=4[S:27][C:26]=3[NH2:25])=[O:32])[CH2:23][CH2:24]2)[CH2:14]1)=[O:12], predict the reactants needed to synthesize it. The reactants are: Cl.Cl.[CH3:3][C@@H:4]1[CH2:9][CH2:8][CH2:7][C@H:6]([CH3:10])[N:5]1[C:11]([CH:13]1[CH2:18][CH2:17][CH2:16][N:15]([CH:19]2[CH2:24][CH2:23][NH:22][CH2:21][CH2:20]2)[CH2:14]1)=[O:12].[NH2:25][C:26]1[S:27][C:28]2[CH:37]=[CH:36][CH:35]=[CH:34][C:29]=2[C:30]=1[C:31](O)=[O:32].